Predict which catalyst facilitates the given reaction. From a dataset of Catalyst prediction with 721,799 reactions and 888 catalyst types from USPTO. (1) Reactant: O[C:2]1[C:11]2[C:6](=[N:7][CH:8]=[CH:9][CH:10]=2)[N:5]([C:12]2[CH:17]=[CH:16][CH:15]=[CH:14][CH:13]=2)[C:4](=[O:18])[C:3]=1[C:19](=O)[CH:20]([C:22]1[CH:27]=[CH:26][CH:25]=[CH:24][CH:23]=1)[CH3:21].O.[NH2:30][NH2:31].O. Product: [C:12]1([N:5]2[C:6]3[N:7]=[CH:8][CH:9]=[CH:10][C:11]=3[C:2]3[NH:30][N:31]=[C:19]([CH:20]([C:22]4[CH:27]=[CH:26][CH:25]=[CH:24][CH:23]=4)[CH3:21])[C:3]=3[C:4]2=[O:18])[CH:17]=[CH:16][CH:15]=[CH:14][CH:13]=1. The catalyst class is: 3. (2) Reactant: [N:1]1([C:7]([O:9][C:10]([CH3:13])([CH3:12])[CH3:11])=[O:8])[CH2:6][CH2:5][NH:4][CH2:3][CH2:2]1.Cl[CH2:15][C@H:16]1[CH2:18][O:17]1. Product: [O:17]1[CH2:18][C@H:16]1[CH2:15][N:4]1[CH2:5][CH2:6][N:1]([C:7]([O:9][C:10]([CH3:13])([CH3:12])[CH3:11])=[O:8])[CH2:2][CH2:3]1. The catalyst class is: 8.